Dataset: Retrosynthesis with 50K atom-mapped reactions and 10 reaction types from USPTO. Task: Predict the reactants needed to synthesize the given product. (1) Given the product CCOC(=O)CCc1ccc(C(=O)OC)nc1N, predict the reactants needed to synthesize it. The reactants are: CCOC(=O)/C=C/c1ccc(C(=O)OC)nc1N. (2) Given the product CCOC(=O)N1CCC(N[C@@H]2C=C[C@@](C(=O)N3CCN(c4cc(C(F)(F)F)ccn4)CC3)(C(C)C)C2)C(OC)C1, predict the reactants needed to synthesize it. The reactants are: CC(C)[C@]1(C(=O)N2CCN(c3cc(C(F)(F)F)ccn3)CC2)C=C[C@@H](N)C1.CCOC(=O)N1CCC(=O)C(OC)C1. (3) Given the product O=C(OCCN1CCCC1)c1c[nH]c2ccccc12, predict the reactants needed to synthesize it. The reactants are: O=C(O)c1c[nH]c2ccccc12.OCCN1CCCC1. (4) The reactants are: CCO.O=C1c2ccc(Cl)cc2C(=O)N1c1ccc([N+](=O)[O-])cc1CI. Given the product CCOCc1cc([N+](=O)[O-])ccc1N1C(=O)c2ccc(Cl)cc2C1=O, predict the reactants needed to synthesize it. (5) Given the product CCOC(=O)c1c(-c2ccc(N3CCN(C)CC3)cc2)n(C)n(-c2ccc(C#N)cc2)c1=O, predict the reactants needed to synthesize it. The reactants are: CCOC(=O)c1c(-c2ccc(F)cc2)n(C)n(-c2ccc(C#N)cc2)c1=O.CN1CCNCC1. (6) Given the product COC[C@H](C)Oc1cc(OCc2ccccc2)cc(-c2nc3cccnc3[nH]2)c1, predict the reactants needed to synthesize it. The reactants are: COC[C@H](C)Oc1cc(OCc2ccccc2)cc(C(=O)O)c1.Nc1cccnc1N. (7) Given the product COc1c(C(C)=O)cc(Cl)c(C)c1-c1ccc(C(=O)N2CC(C#N)C2)c(F)c1, predict the reactants needed to synthesize it. The reactants are: COc1c(C(C)=O)cc(Cl)c(C)c1-c1ccc(C(=O)O)c(F)c1.N#CC1CNC1. (8) Given the product O=CNCc1cc(Br)ccn1, predict the reactants needed to synthesize it. The reactants are: NCc1cc(Br)ccn1.O=C([O-])[O-]. (9) Given the product CCCCN1CCCCCC1, predict the reactants needed to synthesize it. The reactants are: C1CCCNCC1.CCCCBr. (10) Given the product CCOC(=O)C(C)(C)Oc1ccc(OCCNC(=O)Cc2cnc(-c3ccc(C(F)(F)F)cc3)nc2C2CC2)cc1C, predict the reactants needed to synthesize it. The reactants are: CCOC(=O)C(C)(C)Oc1ccc(OCCN)cc1C.O=C(O)Cc1cnc(-c2ccc(C(F)(F)F)cc2)nc1C1CC1.